This data is from Catalyst prediction with 721,799 reactions and 888 catalyst types from USPTO. The task is: Predict which catalyst facilitates the given reaction. (1) Reactant: [Br:1][C:2]1[CH:10]=[CH:9][C:5](C(O)=O)=[CH:4][C:3]=1[CH3:11].C([N:14]([CH2:17]C)CC)C.[N-]=[N+]=[N-].[CH3:22][CH2:23][OH:24].[O:25]1CCOCC1. Product: [CH2:23]([O:24][C:17](=[O:25])[NH:14][C:5]1[CH:9]=[CH:10][C:2]([Br:1])=[C:3]([CH3:11])[CH:4]=1)[CH3:22]. The catalyst class is: 250. (2) Product: [F:14][C:15]1[CH:20]=[CH:19][C:18]([C:21]2[CH:22]=[CH:23][CH:24]=[CH:25][CH:26]=2)=[CH:17][C:16]=1[C:27]([NH:29][C:30]1[CH:31]=[C:32]([CH:36]=[CH:5][C:3]([OH:2])=[O:4])[CH:33]=[CH:34][CH:35]=1)=[NH:28]. The catalyst class is: 1. Reactant: C[O:2][C:3]([CH2:5]P(OC)(OC)=O)=[O:4].[H-].[Na+].[F:14][C:15]1[CH:20]=[CH:19][C:18]([C:21]2[CH:26]=[CH:25][CH:24]=[CH:23][CH:22]=2)=[CH:17][C:16]=1[C:27]([NH:29][C:30]1[CH:35]=[CH:34][CH:33]=[C:32]([CH:36]=O)[CH:31]=1)=[NH:28].C([O-])(O)=O.[Na+].